Regression/Classification. Given a drug SMILES string, predict its toxicity properties. Task type varies by dataset: regression for continuous values (e.g., LD50, hERG inhibition percentage) or binary classification for toxic/non-toxic outcomes (e.g., AMES mutagenicity, cardiotoxicity, hepatotoxicity). Dataset: ames. From a dataset of Ames mutagenicity test results for genotoxicity prediction. The molecule is CCCCCCCCCCCCCCCC(=O)OCC1(O)CC23CCC4c5ccoc5C=CC4(C)C2CCC1C3. The result is 0 (non-mutagenic).